This data is from NCI-60 drug combinations with 297,098 pairs across 59 cell lines. The task is: Regression. Given two drug SMILES strings and cell line genomic features, predict the synergy score measuring deviation from expected non-interaction effect. (1) Drug 1: CCCS(=O)(=O)NC1=C(C(=C(C=C1)F)C(=O)C2=CNC3=C2C=C(C=N3)C4=CC=C(C=C4)Cl)F. Drug 2: CC1CCC2CC(C(=CC=CC=CC(CC(C(=O)C(C(C(=CC(C(=O)CC(OC(=O)C3CCCCN3C(=O)C(=O)C1(O2)O)C(C)CC4CCC(C(C4)OC)O)C)C)O)OC)C)C)C)OC. Cell line: MDA-MB-435. Synergy scores: CSS=46.6, Synergy_ZIP=13.7, Synergy_Bliss=13.9, Synergy_Loewe=14.9, Synergy_HSA=15.8. (2) Drug 1: CC1=C2C(C(=O)C3(C(CC4C(C3C(C(C2(C)C)(CC1OC(=O)C(C(C5=CC=CC=C5)NC(=O)C6=CC=CC=C6)O)O)OC(=O)C7=CC=CC=C7)(CO4)OC(=O)C)O)C)OC(=O)C. Drug 2: C1C(C(OC1N2C=NC3=C2NC=NCC3O)CO)O. Cell line: SNB-19. Synergy scores: CSS=42.2, Synergy_ZIP=-0.812, Synergy_Bliss=-2.62, Synergy_Loewe=-32.0, Synergy_HSA=-1.76. (3) Drug 1: C1CCC(CC1)NC(=O)N(CCCl)N=O. Drug 2: C1=C(C(=O)NC(=O)N1)F. Cell line: SK-MEL-28. Synergy scores: CSS=40.6, Synergy_ZIP=5.91, Synergy_Bliss=6.46, Synergy_Loewe=7.54, Synergy_HSA=10.3. (4) Drug 1: C1=CN(C(=O)N=C1N)C2C(C(C(O2)CO)O)O.Cl. Drug 2: C1CNP(=O)(OC1)N(CCCl)CCCl. Cell line: COLO 205. Synergy scores: CSS=47.6, Synergy_ZIP=4.55, Synergy_Bliss=1.79, Synergy_Loewe=-29.6, Synergy_HSA=0.543. (5) Drug 1: C1CC(=O)NC(=O)C1N2CC3=C(C2=O)C=CC=C3N. Drug 2: C1=CN(C=N1)CC(O)(P(=O)(O)O)P(=O)(O)O. Cell line: COLO 205. Synergy scores: CSS=-8.38, Synergy_ZIP=-0.312, Synergy_Bliss=-7.38, Synergy_Loewe=-7.73, Synergy_HSA=-8.61. (6) Drug 1: N.N.Cl[Pt+2]Cl. Drug 2: CC1C(C(CC(O1)OC2CC(CC3=C2C(=C4C(=C3O)C(=O)C5=C(C4=O)C(=CC=C5)OC)O)(C(=O)CO)O)N)O.Cl. Cell line: SK-MEL-28. Synergy scores: CSS=36.2, Synergy_ZIP=2.94, Synergy_Bliss=1.83, Synergy_Loewe=-34.2, Synergy_HSA=1.14. (7) Drug 1: C1CC(C1)(C(=O)O)C(=O)O.[NH2-].[NH2-].[Pt+2]. Drug 2: C1CCC(C(C1)N)N.C(=O)(C(=O)[O-])[O-].[Pt+4]. Cell line: HCT-15. Synergy scores: CSS=43.2, Synergy_ZIP=-3.26, Synergy_Bliss=-4.86, Synergy_Loewe=-36.1, Synergy_HSA=-3.61. (8) Drug 1: C1=NC2=C(N=C(N=C2N1C3C(C(C(O3)CO)O)F)Cl)N. Drug 2: C1C(C(OC1N2C=NC3=C2NC=NCC3O)CO)O. Cell line: NCIH23. Synergy scores: CSS=10.6, Synergy_ZIP=-3.23, Synergy_Bliss=1.55, Synergy_Loewe=-24.9, Synergy_HSA=-1.03. (9) Drug 1: CN(CCCl)CCCl.Cl. Drug 2: C1CN(CCN1C(=O)CCBr)C(=O)CCBr. Cell line: CAKI-1. Synergy scores: CSS=29.8, Synergy_ZIP=-5.56, Synergy_Bliss=-1.56, Synergy_Loewe=-1.77, Synergy_HSA=0.744. (10) Drug 1: C1=CC(=C2C(=C1NCCNCCO)C(=O)C3=C(C=CC(=C3C2=O)O)O)NCCNCCO. Drug 2: CC1C(C(CC(O1)OC2CC(CC3=C2C(=C4C(=C3O)C(=O)C5=CC=CC=C5C4=O)O)(C(=O)C)O)N)O. Cell line: SNB-19. Synergy scores: CSS=47.3, Synergy_ZIP=-4.81, Synergy_Bliss=-7.52, Synergy_Loewe=-2.91, Synergy_HSA=-1.19.